From a dataset of Forward reaction prediction with 1.9M reactions from USPTO patents (1976-2016). Predict the product of the given reaction. (1) The product is: [CH2:1]([C:3]1[CH:8]=[CH:7][C:6]([CH:9]2[CH2:10][N:11]([C:17]([N:19]3[CH2:20][CH2:21][O:22][CH2:23][CH2:24]3)=[O:18])[CH2:12][CH:13]([CH:15]=[O:16])[CH2:14]2)=[CH:5][CH:4]=1)[CH3:2]. Given the reactants [CH2:1]([C:3]1[CH:8]=[CH:7][C:6]([CH:9]2[CH2:14][CH:13]([CH2:15][OH:16])[CH2:12][N:11]([C:17]([N:19]3[CH2:24][CH2:23][O:22][CH2:21][CH2:20]3)=[O:18])[CH2:10]2)=[CH:5][CH:4]=1)[CH3:2].CC(OI1(OC(C)=O)(OC(C)=O)OC(=O)C2C=CC=CC1=2)=O, predict the reaction product. (2) Given the reactants [Br:1][C:2]1[CH:3]=[CH:4][C:5]([C:8](=[O:18])[C@H:9]([O:11]C2CCCCO2)[CH3:10])=[N:6][CH:7]=1.CS(O)(=O)=O, predict the reaction product. The product is: [Br:1][C:2]1[CH:3]=[CH:4][C:5]([C:8](=[O:18])[C@H:9]([OH:11])[CH3:10])=[N:6][CH:7]=1. (3) Given the reactants [ClH:1].[CH2:2]([C:6]1[N:7]=[C:8]([NH2:11])[NH:9][CH:10]=1)[CH2:3][C:4]#[CH:5].[N:12]([CH2:15][CH:16]=[CH:17][C:18]1[CH:23]=[CH:22][CH:21]=[CH:20][CH:19]=1)=[N+:13]=[N-:14], predict the reaction product. The product is: [ClH:1].[C:18]1([CH:17]=[CH:16][CH2:15][N:12]2[CH:5]=[C:4]([CH2:3][CH2:2][C:6]3[N:7]=[C:8]([NH2:11])[NH:9][CH:10]=3)[N:14]=[N:13]2)[CH:23]=[CH:22][CH:21]=[CH:20][CH:19]=1. (4) Given the reactants C[O-].[Na+].[CH3:4][O:5][C:6]1[CH:7]=[C:8]2[C:12](=[CH:13][CH:14]=1)[NH:11][C:10]([CH3:15])=[C:9]2[CH2:16][C:17]#[N:18].[N:19]1[CH:24]=[CH:23][CH:22]=[C:21]([CH:25]=O)[CH:20]=1.C(OCC)C, predict the reaction product. The product is: [CH3:4][O:5][C:6]1[CH:7]=[C:8]2[C:12](=[CH:13][CH:14]=1)[NH:11][C:10]([CH3:15])=[C:9]2/[C:16](=[CH:25]/[C:21]1[CH:20]=[N:19][CH:24]=[CH:23][CH:22]=1)/[C:17]#[N:18].